From a dataset of Reaction yield outcomes from USPTO patents with 853,638 reactions. Predict the reaction yield, written as a fraction of the theoretical maximum amount of product (1.0 means a 100% yield; for example, 0.34 means a 34% yield). (1) The reactants are [C:1]1(=[O:5])[CH2:4][CH2:3][CH2:2]1.[N+:6]([CH3:9])([O-:8])=[O:7].[O-]CC.[Na+].O. The catalyst is C(O)C. The product is [N+:6]([CH2:9][C:1]1([OH:5])[CH2:4][CH2:3][CH2:2]1)([O-:8])=[O:7]. The yield is 0.450. (2) The reactants are [F:1][C:2]([F:16])([F:15])[C:3]1[CH:8]=[CH:7][C:6]([C:9]2[CH:14]=[CH:13][N:12]=[CH:11][CH:10]=2)=[CH:5][CH:4]=1.C(O)(C(F)(F)F)=O. The catalyst is CO.[C].[Pd]. The product is [F:16][C:2]([F:1])([F:15])[C:3]1[CH:4]=[CH:5][C:6]([CH:9]2[CH2:10][CH2:11][NH:12][CH2:13][CH2:14]2)=[CH:7][CH:8]=1. The yield is 0.680.